Task: Predict which catalyst facilitates the given reaction.. Dataset: Catalyst prediction with 721,799 reactions and 888 catalyst types from USPTO Reactant: C1(S([CH:10]2[CH:20]([C:21]3[C:26]([CH3:27])=[C:25]([Br:28])[CH:24]=[CH:23][N:22]=3)[NH:19][C:12]3([CH2:16][CH2:15][N:14]([CH3:17])[C:13]3=[O:18])[CH2:11]2)(=O)=O)C=CC=CC=1.CC(C)([O-])C.[K+].C(O)(=O)C. Product: [Br:28][C:25]1[CH:24]=[CH:23][N:22]=[C:21]([C:20]2[CH2:10][CH2:11][C:12]3([CH2:16][CH2:15][N:14]([CH3:17])[C:13]3=[O:18])[N:19]=2)[C:26]=1[CH3:27]. The catalyst class is: 1.